Dataset: Reaction yield outcomes from USPTO patents with 853,638 reactions. Task: Predict the reaction yield, written as a fraction of the theoretical maximum amount of product (1.0 means a 100% yield; for example, 0.34 means a 34% yield). (1) The reactants are [NH:1]1[CH2:5][CH2:4][CH2:3][CH2:2]1.C[Al](C)C.[F:10][C:11]1[CH:16]=[CH:15][CH:14]=[C:13]([F:17])[C:12]=1[N:18]1[C:23]2[N:24]=[C:25]([NH:36][CH2:37][C:38](OC)=[O:39])[N:26]=[C:27]([C:28]3[CH:33]=[CH:32][C:31]([F:34])=[CH:30][C:29]=3[CH3:35])[C:22]=2[CH:21]=[CH:20][C:19]1=[O:42]. No catalyst specified. The product is [F:10][C:11]1[CH:16]=[CH:15][CH:14]=[C:13]([F:17])[C:12]=1[N:18]1[C:23]2[N:24]=[C:25]([NH:36][CH2:37][C:38](=[O:39])[N:1]3[CH2:5][CH2:4][CH2:3][CH2:2]3)[N:26]=[C:27]([C:28]3[CH:33]=[CH:32][C:31]([F:34])=[CH:30][C:29]=3[CH3:35])[C:22]=2[CH:21]=[CH:20][C:19]1=[O:42]. The yield is 0.480. (2) The reactants are FC(F)(F)C(O)=O.[CH:8]([N:11]1[C:15]([C:16]2[N:25]=[C:24]3[N:18]([CH2:19][CH2:20][O:21][C:22]4[CH:29]=[C:28]([CH:30]5[CH2:35][CH2:34][NH:33][CH2:32][CH2:31]5)[CH:27]=[CH:26][C:23]=43)[CH:17]=2)=[N:14][CH:13]=[N:12]1)([CH3:10])[CH3:9].C(=O)([O-])[O-].[K+].[K+].Br[CH2:43][CH2:44][O:45][CH:46]1[CH2:51][CH2:50][CH2:49][CH2:48][O:47]1. The catalyst is CN(C=O)C.C(Cl)Cl. The product is [CH:8]([N:11]1[C:15]([C:16]2[N:25]=[C:24]3[N:18]([CH2:19][CH2:20][O:21][C:22]4[CH:29]=[C:28]([CH:30]5[CH2:35][CH2:34][N:33]([CH2:43][CH2:44][O:45][CH:46]6[CH2:51][CH2:50][CH2:49][CH2:48][O:47]6)[CH2:32][CH2:31]5)[CH:27]=[CH:26][C:23]=43)[CH:17]=2)=[N:14][CH:13]=[N:12]1)([CH3:10])[CH3:9]. The yield is 0.480. (3) The reactants are [CH3:1][C:2]1[O:6][N:5]=[C:4]([C:7]2[CH:12]=[CH:11][CH:10]=[CH:9][CH:8]=2)[C:3]=1[CH2:13][O:14][C:15]1[CH:16]=[C:17]([CH:21]=[CH:22][N:23]=1)[C:18]([OH:20])=O.[NH2:24][CH:25]1[CH2:30][CH2:29][O:28][CH2:27][CH2:26]1. No catalyst specified. The product is [CH3:1][C:2]1[O:6][N:5]=[C:4]([C:7]2[CH:8]=[CH:9][CH:10]=[CH:11][CH:12]=2)[C:3]=1[CH2:13][O:14][C:15]1[CH:16]=[C:17]([CH:21]=[CH:22][N:23]=1)[C:18]([NH:24][CH:25]1[CH2:30][CH2:29][O:28][CH2:27][CH2:26]1)=[O:20]. The yield is 0.620. (4) The reactants are C([C@@H]1N(C(=O)C2C=CC(OC3C=CC=CC=3)=CC=2)C[C@H](CC(C)C)NC1=O)C(C)C.[CH2:31]([C@@H:35]1[NH:40][CH2:39][C@H:38]([CH2:41][CH:42]([CH3:44])[CH3:43])[NH:37][C:36]1=[O:45])[CH:32]([CH3:34])[CH3:33].[Cl:46][C:47]1[S:51][C:50]([C:52]2[O:56][N:55]=[C:54]([C:57](O)=[O:58])[CH:53]=2)=[CH:49][CH:48]=1. No catalyst specified. The product is [Cl:46][C:47]1[S:51][C:50]([C:52]2[O:56][N:55]=[C:54]([C:57]([N:40]3[CH2:39][C@H:38]([CH2:41][CH:42]([CH3:44])[CH3:43])[NH:37][C:36](=[O:45])[C@@H:35]3[CH2:31][CH:32]([CH3:34])[CH3:33])=[O:58])[CH:53]=2)=[CH:49][CH:48]=1. The yield is 0.449. (5) The product is [C:18]([O:22][C:23]([N:25]1[CH2:26][CH2:27][CH:28]([N:31]([C:14]([C:13]2[N:9]([CH3:8])[N:10]=[C:11]([CH3:17])[CH:12]=2)=[O:15])[CH2:32][CH:33]([CH3:35])[CH3:34])[CH2:29][CH2:30]1)=[O:24])([CH3:21])([CH3:20])[CH3:19]. The reactants are C(N(CC)CC)C.[CH3:8][N:9]1[C:13]([C:14](Cl)=[O:15])=[CH:12][C:11]([CH3:17])=[N:10]1.[C:18]([O:22][C:23]([N:25]1[CH2:30][CH2:29][CH:28]([NH:31][CH2:32][CH:33]([CH3:35])[CH3:34])[CH2:27][CH2:26]1)=[O:24])([CH3:21])([CH3:20])[CH3:19].C(O)(=O)CC(CC(O)=O)(C(O)=O)O. The catalyst is C(OCC)C. The yield is 0.960. (6) The reactants are [OH-].[K+].[CH:3](=O)[C:4]1[CH:9]=[CH:8][CH:7]=[CH:6][CH:5]=1.[Br:11][C:12]1[CH:13]=[C:14]([CH2:18][C:19]#[N:20])[CH:15]=[CH:16][CH:17]=1.[BH4-].[Na+]. The catalyst is C(O)C.O. The product is [Br:11][C:12]1[CH:13]=[C:14]([CH:18]([CH2:3][C:4]2[CH:9]=[CH:8][CH:7]=[CH:6][CH:5]=2)[C:19]#[N:20])[CH:15]=[CH:16][CH:17]=1. The yield is 0.520.